From a dataset of Forward reaction prediction with 1.9M reactions from USPTO patents (1976-2016). Predict the product of the given reaction. Given the reactants Cl[C:2]1[N:7]=[C:6]([C:8]2[C:9]([C:17]3[CH:18]=[C:19]([NH:23][C:24](=[O:33])[C:25]4[C:30](F)=[CH:29][CH:28]=[CH:27][C:26]=4F)[CH:20]=[CH:21][CH:22]=3)=[N:10][N:11]3[CH:16]=[CH:15][CH:14]=[CH:13][C:12]=23)[CH:5]=[CH:4][N:3]=1.CO[C:36]1[CH:37]=[C:38]([NH2:46])[CH:39]=[C:40](OC)[C:41]=1OC, predict the reaction product. The product is: [CH2:2]1[C:40]2[C:41](=[CH:36][CH:37]=[C:38]([NH:46][C:2]3[N:7]=[C:6]([C:8]4[C:9]([C:17]5[CH:18]=[C:19]([NH:23][C:24](=[O:33])[C:25]6[CH:30]=[CH:29][CH:28]=[CH:27][CH:26]=6)[CH:20]=[CH:21][CH:22]=5)=[N:10][N:11]5[CH:16]=[CH:15][CH:14]=[CH:13][C:12]=45)[CH:5]=[CH:4][N:3]=3)[CH:39]=2)[CH2:5][CH2:4][NH:3]1.